The task is: Regression. Given two drug SMILES strings and cell line genomic features, predict the synergy score measuring deviation from expected non-interaction effect.. This data is from NCI-60 drug combinations with 297,098 pairs across 59 cell lines. (1) Drug 1: CC1C(C(CC(O1)OC2CC(CC3=C2C(=C4C(=C3O)C(=O)C5=C(C4=O)C(=CC=C5)OC)O)(C(=O)CO)O)N)O.Cl. Drug 2: C1=NC2=C(N1)C(=S)N=CN2. Cell line: COLO 205. Synergy scores: CSS=52.6, Synergy_ZIP=-5.59, Synergy_Bliss=-1.37, Synergy_Loewe=-7.51, Synergy_HSA=-0.525. (2) Drug 2: COC1=NC(=NC2=C1N=CN2C3C(C(C(O3)CO)O)O)N. Cell line: HOP-62. Drug 1: C1=CC(=CC=C1CCCC(=O)O)N(CCCl)CCCl. Synergy scores: CSS=15.3, Synergy_ZIP=3.46, Synergy_Bliss=6.03, Synergy_Loewe=-12.8, Synergy_HSA=3.99.